Dataset: Catalyst prediction with 721,799 reactions and 888 catalyst types from USPTO. Task: Predict which catalyst facilitates the given reaction. (1) Reactant: [C:1]([C:4]1[CH:9]=[CH:8][CH:7]=[CH:6][CH:5]=1)(=O)[CH3:2].[Li+].C[Si]([N-][Si](C)(C)C)(C)C.[C:20](Cl)(=O)[CH:21]([CH3:23])[CH3:22].O.[NH2:27][NH2:28]. Product: [CH:21]([C:20]1[NH:28][N:27]=[C:1]([C:4]2[CH:9]=[CH:8][CH:7]=[CH:6][CH:5]=2)[CH:2]=1)([CH3:22])[CH3:23]. The catalyst class is: 11. (2) Reactant: Br[C:2]1[C:3]2[N:4]([CH:9]=[C:10]([CH2:12][C:13]([O:15][CH2:16][CH3:17])=[O:14])[N:11]=2)[N:5]=[C:6]([Cl:8])[CH:7]=1.C(#N)C.CCN(C(C)C)C(C)C.[NH:30]1[CH2:35][CH2:34][O:33][CH2:32][CH2:31]1. Product: [Cl:8][C:6]1[CH:7]=[C:2]([N:30]2[CH2:35][CH2:34][O:33][CH2:32][CH2:31]2)[C:3]2[N:4]([CH:9]=[C:10]([CH2:12][C:13]([O:15][CH2:16][CH3:17])=[O:14])[N:11]=2)[N:5]=1. The catalyst class is: 6. (3) The catalyst class is: 2. Reactant: [C:1]([C:3]1[CH:4]=[N:5][C:6]2[C:11]([CH:12]=1)=[CH:10][C:9]([O:13][CH:14]([S:25][CH3:26])[C:15]([NH:17][C:18]([CH2:22][O:23][CH3:24])([CH3:21])[CH2:19][OH:20])=[O:16])=[CH:8][CH:7]=2)#[CH:2].CC(OI1(OC(C)=O)(OC(C)=O)OC(=O)C2C=CC=CC1=2)=O.C([O-])(O)=O.[Na+]. Product: [C:1]([C:3]1[CH:4]=[N:5][C:6]2[C:11]([CH:12]=1)=[CH:10][C:9]([O:13][CH:14]([S:25][CH3:26])[C:15]([NH:17][C:18]([CH2:22][O:23][CH3:24])([CH3:21])[CH:19]=[O:20])=[O:16])=[CH:8][CH:7]=2)#[CH:2]. (4) Reactant: [F:1][C:2]1[CH:7]=[CH:6][C:5]([C:8]2([C:24]3[CH:29]=[CH:28][C:27]([F:30])=[CH:26][CH:25]=3)[O:12][C:11](=[O:13])[N:10]([CH2:14][C:15](O)=[O:16])[C@H:9]2[C:18]2[CH:23]=[CH:22][CH:21]=[CH:20][CH:19]=2)=[CH:4][CH:3]=1.[OH-].[NH4+:32]. The catalyst class is: 3. Product: [F:1][C:2]1[CH:3]=[CH:4][C:5]([C:8]2([C:24]3[CH:25]=[CH:26][C:27]([F:30])=[CH:28][CH:29]=3)[O:12][C:11](=[O:13])[N:10]([CH2:14][C:15]([NH2:32])=[O:16])[C@H:9]2[C:18]2[CH:19]=[CH:20][CH:21]=[CH:22][CH:23]=2)=[CH:6][CH:7]=1. (5) Reactant: [Cl:1][C:2]1[N:7]=[CH:6][N:5]=[C:4]([NH2:8])[CH:3]=1.[CH:9]1([O:14][C:15]2[CH:16]=[C:17]([CH:20]=[CH:21][C:22]=2[O:23][CH3:24])[CH:18]=O)[CH2:13][CH2:12][CH2:11][CH2:10]1.CC(O)=O. Product: [Cl:1][C:2]1[N:7]=[CH:6][N:5]=[C:4]([NH:8][CH2:18][C:17]2[CH:20]=[CH:21][C:22]([O:23][CH3:24])=[C:15]([O:14][CH:9]3[CH2:13][CH2:12][CH2:11][CH2:10]3)[CH:16]=2)[CH:3]=1. The catalyst class is: 26.